This data is from Reaction yield outcomes from USPTO patents with 853,638 reactions. The task is: Predict the reaction yield, written as a fraction of the theoretical maximum amount of product (1.0 means a 100% yield; for example, 0.34 means a 34% yield). The reactants are CCN=C=NCCCN(C)C.[Cl:12][C:13]1[CH:18]=[CH:17][C:16]([C:19]2[N:23]([C:24]3[CH:29]=[CH:28][CH:27]=[CH:26][C:25]=3[Cl:30])[N:22]=[C:21]([C:31](O)=[O:32])[C:20]=2[CH2:34][C:35]#[N:36])=[CH:15][CH:14]=1.C1C=CC2N(O)N=NC=2C=1.[Br:47][C:48]1[CH:53]=[CH:52][C:51]([CH:54]([NH2:56])[CH3:55])=[CH:50][CH:49]=1. The catalyst is ClCCl. The product is [Br:47][C:48]1[CH:53]=[CH:52][C:51]([CH:54]([NH:56][C:31]([C:21]2[C:20]([CH2:34][C:35]#[N:36])=[C:19]([C:16]3[CH:15]=[CH:14][C:13]([Cl:12])=[CH:18][CH:17]=3)[N:23]([C:24]3[CH:29]=[CH:28][CH:27]=[CH:26][C:25]=3[Cl:30])[N:22]=2)=[O:32])[CH3:55])=[CH:50][CH:49]=1. The yield is 0.880.